From a dataset of Full USPTO retrosynthesis dataset with 1.9M reactions from patents (1976-2016). Predict the reactants needed to synthesize the given product. (1) Given the product [C:11]([O:8][CH2:7][C:6]1[CH:9]=[CH:10][C:3]([S:2][CH3:1])=[CH:4][CH:5]=1)(=[O:15])[C:12]([CH3:14])=[CH2:13], predict the reactants needed to synthesize it. The reactants are: [CH3:1][S:2][C:3]1[CH:10]=[CH:9][C:6]([CH2:7][OH:8])=[CH:5][CH:4]=1.[C:11](O)(=[O:15])[C:12]([CH3:14])=[CH2:13].COC1C=CC(O)=CC=1.C1(C)C=CC(S(O)(=O)=O)=CC=1. (2) Given the product [Br:34][CH2:20][C:13]1[NH:12][C:11]([C:21]2[S:22][C:23]([F:26])=[CH:24][N:25]=2)=[N:10][CH:9]([C:3]2[CH:4]=[CH:5][C:6]([F:8])=[CH:7][C:2]=2[Cl:1])[C:14]=1[C:15]([O:17][CH2:18][CH3:19])=[O:16], predict the reactants needed to synthesize it. The reactants are: [Cl:1][C:2]1[CH:7]=[C:6]([F:8])[CH:5]=[CH:4][C:3]=1[CH:9]1[C:14]([C:15]([O:17][CH2:18][CH3:19])=[O:16])=[C:13]([CH3:20])[NH:12][C:11]([C:21]2[S:22][C:23]([F:26])=[CH:24][N:25]=2)=[N:10]1.C1C(=O)N([Br:34])C(=O)C1. (3) Given the product [Cl:26][C:21]1[CH:20]=[C:19]([CH:24]=[CH:23][C:22]=1[Cl:25])[CH2:18][C:3]1[C:2]([C:27]#[C:28][C:30]2[CH:35]=[CH:34][CH:33]=[CH:32][CH:31]=2)=[C:6]([N:7]2[CH2:12][CH2:11][O:10][CH2:9][CH2:8]2)[S:5][C:4]=1[C:13]([O:15][CH2:16][CH3:17])=[O:14], predict the reactants needed to synthesize it. The reactants are: Br[C:2]1[C:3]([CH2:18][C:19]2[CH:24]=[CH:23][C:22]([Cl:25])=[C:21]([Cl:26])[CH:20]=2)=[C:4]([C:13]([O:15][CH2:16][CH3:17])=[O:14])[S:5][C:6]=1[N:7]1[CH2:12][CH2:11][O:10][CH2:9][CH2:8]1.[CH3:27][CH:28]([C:30]1[CH:35]=[C:34](C(C)C)[C:33](C2C=CC=CC=2P(C2CCCCC2)C2CCCCC2)=[C:32](C(C)C)[CH:31]=1)C.C1(C#C)C=CC=CC=1.CN(C=O)C. (4) The reactants are: [H-].[Al+3].[Li+].[H-].[H-].[H-].[NH:7]1[C:15]2[CH:14]=[CH:13][CH:12]=[C:11]([C:16]#[N:17])[C:10]=2[CH:9]=[CH:8]1.[OH-].[Na+]. Given the product [NH:7]1[C:15]2[CH:14]=[CH:13][CH:12]=[C:11]([CH2:16][NH2:17])[C:10]=2[CH:9]=[CH:8]1, predict the reactants needed to synthesize it. (5) Given the product [NH2:8][C:7]1[C:2]([CH3:1])=[C:3]([CH:11]2[O:16][CH2:15][C@@H:14]3[CH2:17][N:18]([C:21]([O:23][C:24]([CH3:26])([CH3:25])[CH3:27])=[O:22])[CH2:19][CH2:20][N:13]3[CH2:12]2)[CH:4]=[CH:5][CH:6]=1, predict the reactants needed to synthesize it. The reactants are: [CH3:1][C:2]1[C:7]([N+:8]([O-])=O)=[CH:6][CH:5]=[CH:4][C:3]=1[CH:11]1[O:16][CH2:15][CH:14]2[CH2:17][N:18]([C:21]([O:23][C:24]([CH3:27])([CH3:26])[CH3:25])=[O:22])[CH2:19][CH2:20][N:13]2[CH2:12]1.[H][H]. (6) Given the product [CH2:6]([O:8][C:9](=[O:18])[CH2:10][N:11]1[C:15]([Cl:3])=[C:14]([CH:21]=[O:24])[C:13]([CH3:17])=[N:12]1)[CH3:7], predict the reactants needed to synthesize it. The reactants are: P(Cl)(Cl)([Cl:3])=O.[CH2:6]([O:8][C:9](=[O:18])[CH2:10][N:11]1[C:15](=O)[CH2:14][C:13]([CH3:17])=[N:12]1)[CH3:7].[OH-].[Na+].[C:21](=[O:24])([O-])O.[Na+]. (7) Given the product [NH2:27][C:10]1[C:9]2[N:8]=[C:7]([CH2:28][CH3:29])[N:6]([CH2:5][CH2:4][CH2:3][CH2:2][NH:1][S:31]([CH3:30])(=[O:33])=[O:32])[C:18]=2[C:17]2[CH:16]=[CH:15][C:14]([O:19][CH2:20][C:21]3[CH:22]=[CH:23][CH:24]=[CH:25][CH:26]=3)=[CH:13][C:12]=2[N:11]=1, predict the reactants needed to synthesize it. The reactants are: [NH2:1][CH2:2][CH2:3][CH2:4][CH2:5][N:6]1[C:18]2[C:17]3[CH:16]=[CH:15][C:14]([O:19][CH2:20][C:21]4[CH:26]=[CH:25][CH:24]=[CH:23][CH:22]=4)=[CH:13][C:12]=3[N:11]=[C:10]([NH2:27])[C:9]=2[N:8]=[C:7]1[CH2:28][CH3:29].[CH3:30][S:31](Cl)(=[O:33])=[O:32].C(=O)([O-])[O-].[Na+].[Na+]. (8) Given the product [Cl:1][C:2]1[CH:3]=[C:4]([CH:5]=[CH:6][C:7]=1[Cl:8])[O:9][C:11]1[CH:18]=[CH:17][C:14]([CH:15]=[O:16])=[CH:13][CH:12]=1, predict the reactants needed to synthesize it. The reactants are: [Cl:1][C:2]1[CH:3]=[C:4]([OH:9])[CH:5]=[CH:6][C:7]=1[Cl:8].F[C:11]1[CH:18]=[CH:17][C:14]([CH:15]=[O:16])=[CH:13][CH:12]=1. (9) The reactants are: [N:1]1([CH2:6][CH2:7][CH2:8][NH:9][C:10]([C:12]2[CH:17]=[CH:16][C:15]([N+:18]([O-])=O)=[CH:14][CH:13]=2)=[O:11])[CH:5]=[CH:4][N:3]=[CH:2]1.C1CCCCC=1. Given the product [N:1]1([CH2:6][CH2:7][CH2:8][NH:9][C:10]([C:12]2[CH:13]=[CH:14][C:15]([NH2:18])=[CH:16][CH:17]=2)=[O:11])[CH:5]=[CH:4][N:3]=[CH:2]1, predict the reactants needed to synthesize it. (10) Given the product [C:20]([C:24]1[CH:25]=[C:26]([CH:30]=[CH:31][CH:32]=1)[C:27]([NH:1][C:2]1[CH:19]=[CH:18][CH:17]=[C:4]([O:5][C:6]2[C:15]3[NH:14][C:13](=[O:16])[CH:12]=[N:11][C:10]=3[N:9]=[CH:8][CH:7]=2)[CH:3]=1)=[O:28])([CH3:23])([CH3:21])[CH3:22], predict the reactants needed to synthesize it. The reactants are: [NH2:1][C:2]1[CH:3]=[C:4]([CH:17]=[CH:18][CH:19]=1)[O:5][C:6]1[C:15]2[NH:14][C:13](=[O:16])[CH:12]=[N:11][C:10]=2[N:9]=[CH:8][CH:7]=1.[C:20]([C:24]1[CH:25]=[C:26]([CH:30]=[CH:31][CH:32]=1)[C:27](Cl)=[O:28])([CH3:23])([CH3:22])[CH3:21].